Dataset: Peptide-MHC class II binding affinity with 134,281 pairs from IEDB. Task: Regression. Given a peptide amino acid sequence and an MHC pseudo amino acid sequence, predict their binding affinity value. This is MHC class II binding data. (1) The MHC is DRB4_0103 with pseudo-sequence DRB4_0103. The peptide sequence is VSKGAPCRIPVIVAD. The binding affinity (normalized) is 0.311. (2) The peptide sequence is EKKYFAATQFEPLAI. The MHC is HLA-DQA10101-DQB10501 with pseudo-sequence HLA-DQA10101-DQB10501. The binding affinity (normalized) is 0.629. (3) The MHC is DRB1_0401 with pseudo-sequence DRB1_0401. The peptide sequence is DMDKVETFLRIVQCR. The binding affinity (normalized) is 0.375.